Task: Predict which catalyst facilitates the given reaction.. Dataset: Catalyst prediction with 721,799 reactions and 888 catalyst types from USPTO (1) Reactant: C(O[C:4]([C:6]1[C:7]2[S:15][CH:14]=[C:13]([CH2:16][O:17][C:18]3[CH:23]=[CH:22][CH:21]=[C:20]([O:24][CH2:25][C:26]4[CH:31]=[CH:30][C:29]([Cl:32])=[CH:28][CH:27]=4)[CH:19]=3)[C:8]=2[C:9]([NH2:12])=[N:10][CH:11]=1)=[O:5])C.[CH2:33]([CH2:35][NH2:36])[OH:34]. Product: [OH:34][CH2:33][CH2:35][NH:36][C:4]([C:6]1[C:7]2[S:15][CH:14]=[C:13]([CH2:16][O:17][C:18]3[CH:23]=[CH:22][CH:21]=[C:20]([O:24][CH2:25][C:26]4[CH:27]=[CH:28][C:29]([Cl:32])=[CH:30][CH:31]=4)[CH:19]=3)[C:8]=2[C:9]([NH2:12])=[N:10][CH:11]=1)=[O:5]. The catalyst class is: 16. (2) Reactant: [Cl:1][C:2]1[N:7]=[CH:6][C:5]([OH:8])=[CH:4][N:3]=1.C([O-])([O-])=O.[K+].[K+].[CH2:15](I)[CH3:16]. Product: [Cl:1][C:2]1[N:7]=[CH:6][C:5]([O:8][CH2:15][CH3:16])=[CH:4][N:3]=1. The catalyst class is: 3. (3) Reactant: [N+:1]([C:4]1[CH:5]=[C:6]([CH:10]=[CH:11][C:12]=1[CH3:13])[C:7](O)=[O:8])([O-:3])=[O:2].C(N1C=CN=C1)([N:16]1C=CN=C1)=O.CN(C)C=O.O.N. Product: [N+:1]([C:4]1[CH:5]=[C:6]([CH:10]=[CH:11][C:12]=1[CH3:13])[C:7]([NH2:16])=[O:8])([O-:3])=[O:2]. The catalyst class is: 7. (4) Reactant: [BH4-].[Na+].[F:3][C:4]1([S:20]([C:23]2[CH:28]=[CH:27][C:26]([F:29])=[CH:25][CH:24]=2)(=[O:22])=[O:21])[CH2:9][CH2:8][N:7]([CH2:10][C:11]([C:13]2[CH:18]=[CH:17][C:16]([F:19])=[CH:15][CH:14]=2)=[O:12])[CH2:6][CH2:5]1. Product: [F:3][C:4]1([S:20]([C:23]2[CH:24]=[CH:25][C:26]([F:29])=[CH:27][CH:28]=2)(=[O:21])=[O:22])[CH2:9][CH2:8][N:7]([CH2:10][CH:11]([C:13]2[CH:14]=[CH:15][C:16]([F:19])=[CH:17][CH:18]=2)[OH:12])[CH2:6][CH2:5]1. The catalyst class is: 14. (5) Reactant: [H-].[Na+].[C:3]1([C:9]([C:17]2[CH:22]=[CH:21][CH:20]=[CH:19][CH:18]=2)([C:11]2[CH:16]=[CH:15][CH:14]=[CH:13][CH:12]=2)[SH:10])[CH:8]=[CH:7][CH:6]=[CH:5][CH:4]=1.Br[CH2:24][CH2:25][CH2:26][CH2:27][C:28]([O:30][CH2:31][CH3:32])=[O:29].[Cl-].[NH4+]. Product: [CH2:31]([O:30][C:28](=[O:29])[CH2:27][CH2:26][CH2:25][CH2:24][S:10][C:9]([C:3]1[CH:4]=[CH:5][CH:6]=[CH:7][CH:8]=1)([C:11]1[CH:12]=[CH:13][CH:14]=[CH:15][CH:16]=1)[C:17]1[CH:18]=[CH:19][CH:20]=[CH:21][CH:22]=1)[CH3:32]. The catalyst class is: 215. (6) Reactant: [I-].[CH2:2]([C:4]1([O:9][C:10](=[O:36])[CH2:11][O:12][C:13]([C:15]2[CH:16]=[CH:17][C:18]([O:34][CH3:35])=[C:19]([S+:21]3[C:25]4[CH:26]=[CH:27][CH:28]=[CH:29][C:24]=4[C:23]4[CH:30]=[CH:31][CH:32]=[CH:33][C:22]3=4)[CH:20]=2)=[O:14])[CH2:8][CH2:7][CH2:6][CH2:5]1)[CH3:3].[F:37][C:38]([F:50])([S:46]([O-:49])(=[O:48])=[O:47])[CH2:39][O:40][C:41](=[O:45])[C:42]([CH3:44])=[CH2:43].C([NH+](CC)CC)C.O. Product: [F:50][C:38]([F:37])([S:46]([O-:49])(=[O:48])=[O:47])[CH2:39][O:40][C:41](=[O:45])[C:42]([CH3:44])=[CH2:43].[CH2:2]([C:4]1([O:9][C:10](=[O:36])[CH2:11][O:12][C:13]([C:15]2[CH:16]=[CH:17][C:18]([O:34][CH3:35])=[C:19]([S+:21]3[C:22]4[CH:33]=[CH:32][CH:31]=[CH:30][C:23]=4[C:24]4[CH:29]=[CH:28][CH:27]=[CH:26][C:25]3=4)[CH:20]=2)=[O:14])[CH2:5][CH2:6][CH2:7][CH2:8]1)[CH3:3]. The catalyst class is: 4.